This data is from Forward reaction prediction with 1.9M reactions from USPTO patents (1976-2016). The task is: Predict the product of the given reaction. (1) Given the reactants Cl[C:2]1[N:10]=[CH:9][C:8]([F:11])=[CH:7][C:3]=1[C:4]([OH:6])=[O:5].[N:12]1([CH2:18][CH2:19][O:20][C:21]2[CH:22]=[C:23]([CH:25]=[CH:26][CH:27]=2)[NH2:24])[CH2:17][CH2:16][O:15][CH2:14][CH2:13]1, predict the reaction product. The product is: [F:11][C:8]1[CH:9]=[N:10][C:2]([NH:24][C:23]2[CH:25]=[CH:26][CH:27]=[C:21]([O:20][CH2:19][CH2:18][N:12]3[CH2:13][CH2:14][O:15][CH2:16][CH2:17]3)[CH:22]=2)=[C:3]([CH:7]=1)[C:4]([OH:6])=[O:5]. (2) Given the reactants [Cl:1][C:2]1[C:3]([O:12][C:13]2[CH:18]=[C:17]([O:19][CH:20]([CH3:22])[CH3:21])[CH:16]=[CH:15][C:14]=2[CH2:23][CH2:24][CH2:25][OH:26])=[N:4][CH:5]=[C:6]([C:8]([F:11])([F:10])[F:9])[CH:7]=1.O[C:28]1[CH:32]=[C:31]([CH2:33][CH2:34][C:35]([O:37]CC)=[O:36])[N:30]([C:40]2[CH:45]=[CH:44][CH:43]=[CH:42][CH:41]=2)[N:29]=1.C(P(CCCC)CCCC)CCC.N(C(N1CCCCC1)=O)=NC(N1CCCCC1)=O.O1CCCC1CO.[OH-].[Na+].Cl, predict the reaction product. The product is: [Cl:1][C:2]1[C:3]([O:12][C:13]2[CH:18]=[C:17]([O:19][CH:20]([CH3:21])[CH3:22])[CH:16]=[CH:15][C:14]=2[CH2:23][CH2:24][CH2:25][O:26][C:28]2[CH:32]=[C:31]([CH2:33][CH2:34][C:35]([OH:37])=[O:36])[N:30]([C:40]3[CH:45]=[CH:44][CH:43]=[CH:42][CH:41]=3)[N:29]=2)=[N:4][CH:5]=[C:6]([C:8]([F:11])([F:10])[F:9])[CH:7]=1. (3) Given the reactants [CH:1]1([C:4]2[C:11]([N+:12]([O-:14])=[O:13])=[CH:10][C:7]([C:8]#[N:9])=[C:6]([N:15]3[CH2:20][CH2:19][NH:18][C@H:17]([CH:21]([CH3:23])[CH3:22])[CH2:16]3)[N:5]=2)[CH2:3][CH2:2]1.[CH3:24][C:25]([O:28][C:29](O[C:29]([O:28][C:25]([CH3:27])([CH3:26])[CH3:24])=[O:30])=[O:30])([CH3:27])[CH3:26], predict the reaction product. The product is: [C:8]([C:7]1[C:6]([N:15]2[CH2:20][CH2:19][N:18]([C:29]([O:28][C:25]([CH3:27])([CH3:26])[CH3:24])=[O:30])[C@H:17]([CH:21]([CH3:23])[CH3:22])[CH2:16]2)=[N:5][C:4]([CH:1]2[CH2:2][CH2:3]2)=[C:11]([N+:12]([O-:14])=[O:13])[CH:10]=1)#[N:9]. (4) The product is: [NH2:1][C:4]1[CH:12]=[CH:11][CH:10]=[C:9]2[C:5]=1[CH:6]=[C:7]([CH3:19])[N:8]2[CH2:13][C:14]([O:16][CH2:17][CH3:18])=[O:15]. Given the reactants [N+:1]([C:4]1[CH:12]=[CH:11][CH:10]=[C:9]2[C:5]=1[CH:6]=[C:7]([CH3:19])[N:8]2[CH2:13][C:14]([O:16][CH2:17][CH3:18])=[O:15])([O-])=O.[H][H], predict the reaction product. (5) Given the reactants [Si:1]([O:18][CH2:19][CH2:20][CH2:21][CH:22]([OH:25])[CH2:23][CH3:24])([C:14]([CH3:17])([CH3:16])[CH3:15])([C:8]1[CH:13]=[CH:12][CH:11]=[CH:10][CH:9]=1)[C:2]1[CH:7]=[CH:6][CH:5]=[CH:4][CH:3]=1.[Si](OCCCC=O)(C(C)(C)C)(C1C=CC=CC=1)[C:27]1C=CC=CC=1.[Br-], predict the reaction product. The product is: [Si:1]([O:18][CH2:19][CH2:20][CH2:21][CH:22]([CH:23]1[CH2:27][CH2:24]1)[OH:25])([C:14]([CH3:16])([CH3:17])[CH3:15])([C:8]1[CH:9]=[CH:10][CH:11]=[CH:12][CH:13]=1)[C:2]1[CH:3]=[CH:4][CH:5]=[CH:6][CH:7]=1. (6) Given the reactants CC1C=C(C)C=C(C)C=1S([O-])(=O)=O.[NH2:14][N+:15]1[CH:20]=[CH:19][C:18]([CH3:21])=[CH:17][C:16]=1[O:22][CH2:23][C:24]1[CH:29]=[CH:28][CH:27]=[CH:26][CH:25]=1.[C:30]([O:35][CH2:36][CH3:37])(=[O:34])[C:31]#[C:32][CH3:33].C(=O)([O-])[O-].[K+].[K+].O, predict the reaction product. The product is: [CH2:23]([O:22][C:16]1[N:15]2[N:14]=[C:32]([CH3:33])[C:31]([C:30]([O:35][CH2:36][CH3:37])=[O:34])=[C:20]2[CH:19]=[C:18]([CH3:21])[CH:17]=1)[C:24]1[CH:25]=[CH:26][CH:27]=[CH:28][CH:29]=1.